Dataset: Catalyst prediction with 721,799 reactions and 888 catalyst types from USPTO. Task: Predict which catalyst facilitates the given reaction. (1) The catalyst class is: 2. Product: [CH3:1][C:2]1[NH:3][C:4]2[C:9]([C:10]=1[CH3:11])=[CH:8][C:7]([O:12][C:13]1[C:22]3[C:17](=[CH:18][C:19]([O:25][CH2:46][CH2:47][N:48]4[CH2:52][CH2:51][CH2:50][CH2:49]4)=[C:20]([O:23][CH3:24])[CH:21]=3)[N:16]=[CH:15][N:14]=1)=[CH:6][CH:5]=2. Reactant: [CH3:1][C:2]1[NH:3][C:4]2[C:9]([C:10]=1[CH3:11])=[CH:8][C:7]([O:12][C:13]1[C:22]3[C:17](=[CH:18][C:19]([OH:25])=[C:20]([O:23][CH3:24])[CH:21]=3)[N:16]=[CH:15][N:14]=1)=[CH:6][CH:5]=2.C1(P(C2C=CC=CC=2)C2C=CC=CC=2)C=CC=CC=1.O[CH2:46][CH2:47][N:48]1[CH2:52][CH2:51][CH2:50][CH2:49]1.N(C(OC(C)C)=O)=NC(OC(C)C)=O. (2) Reactant: [F:1][C:2]1[C:8]([OH:9])=[C:7]([F:10])[CH:6]=[CH:5][C:3]=1[OH:4].[Cl:11][CH2:12][C:13](=O)[CH2:14][C:15](OCC)=[O:16].O. Product: [Cl:11][CH2:12][C:13]1[C:5]2[C:3](=[C:2]([F:1])[C:8]([OH:9])=[C:7]([F:10])[CH:6]=2)[O:4][C:15](=[O:16])[CH:14]=1. The catalyst class is: 501. (3) Reactant: Br[C:2]1[CH:3]=[N:4][C:5]([C:8]2[CH:9]=[C:10]([CH2:14][OH:15])[CH:11]=[CH:12][CH:13]=2)=[N:6][CH:7]=1.CC1(C)C(C)(C)OB([C:24]2[CH:25]=[N:26][N:27]([CH2:29][CH2:30][N:31]3[CH2:36][CH2:35][O:34][CH2:33][CH2:32]3)[CH:28]=2)O1.O.O.O.P([O-])([O-])([O-])=O.[K+].[K+].[K+]. Product: [N:31]1([CH2:30][CH2:29][N:27]2[CH:28]=[C:24]([C:2]3[CH:3]=[N:4][C:5]([C:8]4[CH:9]=[C:10]([CH2:14][OH:15])[CH:11]=[CH:12][CH:13]=4)=[N:6][CH:7]=3)[CH:25]=[N:26]2)[CH2:32][CH2:33][O:34][CH2:35][CH2:36]1. The catalyst class is: 628. (4) Reactant: [CH2:1]([CH:8]([CH2:12][CH2:13][CH2:14][CH2:15][CH2:16][CH2:17][CH2:18][CH2:19][CH3:20])[C:9](O)=[O:10])[CH2:2][CH2:3][CH2:4][CH2:5][CH2:6][CH3:7].CN(C=O)C.C(Cl)(=O)C([Cl:29])=O. Product: [CH2:1]([CH:8]([CH2:12][CH2:13][CH2:14][CH2:15][CH2:16][CH2:17][CH2:18][CH2:19][CH3:20])[C:9]([Cl:29])=[O:10])[CH2:2][CH2:3][CH2:4][CH2:5][CH2:6][CH3:7]. The catalyst class is: 4. (5) Reactant: C([O:8][NH:9][C:10](=[O:37])[C:11]1[C:16]([O:17]CC2C=CC=CC=2)=[C:15]([CH2:25][OH:26])[C:14]([CH2:27][NH:28][CH2:29][C:30]2[CH:35]=[CH:34][C:33]([F:36])=[CH:32][CH:31]=2)=[CH:13][N:12]=1)C1C=CC=CC=1.[CH3:38]O. Product: [F:36][C:33]1[CH:34]=[CH:35][C:30]([CH2:29][NH:28][CH2:27][C:14]2[C:15]([CH2:25][O:26][CH3:38])=[C:16]([OH:17])[C:11]([C:10]([NH:9][OH:8])=[O:37])=[N:12][CH:13]=2)=[CH:31][CH:32]=1. The catalyst class is: 45. (6) Reactant: C(OC([N:8]1[C:12]([CH3:14])([CH3:13])[CH2:11][C:10](=[O:15])[N:9]1[C:16]1[N:21]=[CH:20][C:19]([C:22]#[C:23][C:24]2[CH:29]=[CH:28][CH:27]=[C:26]([F:30])[CH:25]=2)=[CH:18][N:17]=1)=O)(C)(C)C.C(O)(C(F)(F)F)=O. Product: [F:30][C:26]1[CH:25]=[C:24]([C:23]#[C:22][C:19]2[CH:20]=[N:21][C:16]([N:9]3[C:10](=[O:15])[CH2:11][C:12]([CH3:14])([CH3:13])[NH:8]3)=[N:17][CH:18]=2)[CH:29]=[CH:28][CH:27]=1. The catalyst class is: 4. (7) Reactant: O[C:2]1[N:7]=[CH:6][N:5]=[C:4]([C:8]([O:10][CH3:11])=[O:9])[CH:3]=1.O=P(Cl)(Cl)[Cl:14]. Product: [Cl:14][C:2]1[N:7]=[CH:6][N:5]=[C:4]([C:8]([O:10][CH3:11])=[O:9])[CH:3]=1. The catalyst class is: 23. (8) Reactant: [C:1]([N:4]1[CH2:9][CH2:8][CH:7]([C:10]2[CH:15]=[CH:14][C:13]([C:16]3[CH:17]=[C:18]4[C:22](=[CH:23][C:24]=3[Cl:25])[NH:21][CH:20]=[C:19]4[C:26]([O:28]C)=[O:27])=[CH:12][CH:11]=2)[CH2:6][CH2:5]1)(=[O:3])[CH3:2].[OH-].[Na+]. Product: [C:1]([N:4]1[CH2:5][CH2:6][CH:7]([C:10]2[CH:15]=[CH:14][C:13]([C:16]3[CH:17]=[C:18]4[C:22](=[CH:23][C:24]=3[Cl:25])[NH:21][CH:20]=[C:19]4[C:26]([OH:28])=[O:27])=[CH:12][CH:11]=2)[CH2:8][CH2:9]1)(=[O:3])[CH3:2]. The catalyst class is: 5. (9) Reactant: [CH3:1][N:2]([CH2:20][CH:21]([CH3:23])[CH3:22])[C:3]1[CH:12]=[CH:11][C:10]2[CH2:9][N:8]([C:13]([O:15][C:16]([CH3:19])([CH3:18])[CH3:17])=[O:14])[CH2:7][CH2:6][C:5]=2[N:4]=1.[Cl:24]N1C(=O)CCC1=O.O. Product: [Cl:24][C:12]1[C:3]([N:2]([CH3:1])[CH2:20][CH:21]([CH3:23])[CH3:22])=[N:4][C:5]2[CH2:6][CH2:7][N:8]([C:13]([O:15][C:16]([CH3:17])([CH3:18])[CH3:19])=[O:14])[CH2:9][C:10]=2[CH:11]=1. The catalyst class is: 4.